Dataset: Forward reaction prediction with 1.9M reactions from USPTO patents (1976-2016). Task: Predict the product of the given reaction. (1) Given the reactants [F:1][C:2]1[CH:3]=[C:4](/[CH:11]=[CH:12]/[C:13]([O:15][CH3:16])=[O:14])[CH:5]=[C:6]([F:10])[C:7]=1[CH:8]=O.[NH:17]1[C:25]2[C:20](=[CH:21][CH:22]=[CH:23][CH:24]=2)[C:19]([CH2:26][C@H:27]([NH:29][CH2:30][C:31]([F:34])([CH3:33])[CH3:32])[CH3:28])=[CH:18]1.C(O)(=O)C, predict the reaction product. The product is: [F:1][C:2]1[CH:3]=[C:4](/[CH:11]=[CH:12]/[C:13]([O:15][CH3:16])=[O:14])[CH:5]=[C:6]([F:10])[C:7]=1[C@@H:8]1[C:18]2[NH:17][C:25]3[C:20]([C:19]=2[CH2:26][C@@H:27]([CH3:28])[N:29]1[CH2:30][C:31]([F:34])([CH3:33])[CH3:32])=[CH:21][CH:22]=[CH:23][CH:24]=3. (2) Given the reactants [CH2:1]([O:3][C:4](=[O:23])[C:5]1[CH:10]=[CH:9][CH:8]=[C:7]([S:11][C:12]2[C:20]3[C:15](=[CH:16][C:17]([Cl:21])=[CH:18][CH:19]=3)[NH:14][C:13]=2[CH3:22])[CH:6]=1)[CH3:2].Br[C:25]1[CH:26]=[N:27][N:28]([CH:30]([CH3:32])[CH3:31])[CH:29]=1, predict the reaction product. The product is: [CH2:1]([O:3][C:4](=[O:23])[C:5]1[CH:10]=[CH:9][CH:8]=[C:7]([S:11][C:12]2[C:20]3[C:15](=[CH:16][C:17]([Cl:21])=[CH:18][CH:19]=3)[N:14]([C:25]3[CH:26]=[N:27][N:28]([CH:30]([CH3:32])[CH3:31])[CH:29]=3)[C:13]=2[CH3:22])[CH:6]=1)[CH3:2]. (3) Given the reactants [CH2:1]([N:3]1[C:11]2[C:6](=[CH:7][C:8]([N+:12]([O-])=O)=[CH:9][CH:10]=2)[CH:5]=[C:4]1[C:15]1[CH:20]=[CH:19][CH:18]=[CH:17][C:16]=1[F:21])[CH3:2], predict the reaction product. The product is: [CH2:1]([N:3]1[C:11]2[C:6](=[CH:7][C:8]([NH2:12])=[CH:9][CH:10]=2)[CH:5]=[C:4]1[C:15]1[CH:20]=[CH:19][CH:18]=[CH:17][C:16]=1[F:21])[CH3:2].